Dataset: Forward reaction prediction with 1.9M reactions from USPTO patents (1976-2016). Task: Predict the product of the given reaction. (1) The product is: [Cl:32][C:33]1[C:34]2[C:44]([F:45])=[CH:43][CH:42]=[C:41]([F:46])[C:35]=2[S:36][C:37]=1[C:38]([N:7]([CH2:6][C:5]1[CH:23]=[C:24]([C:26]2[CH:27]=[CH:28][N:29]=[CH:30][CH:31]=2)[CH:25]=[C:3]([O:2][CH3:1])[CH:4]=1)[CH:8]1[CH2:9][CH2:10][CH:11]([N:14]([CH3:22])[C:15](=[O:21])[O:16][C:17]([CH3:20])([CH3:18])[CH3:19])[CH2:12][CH2:13]1)=[O:39]. Given the reactants [CH3:1][O:2][C:3]1[CH:4]=[C:5]([CH:23]=[C:24]([C:26]2[CH:31]=[CH:30][N:29]=[CH:28][CH:27]=2)[CH:25]=1)[CH2:6][NH:7][CH:8]1[CH2:13][CH2:12][CH:11]([N:14]([CH3:22])[C:15](=[O:21])[O:16][C:17]([CH3:20])([CH3:19])[CH3:18])[CH2:10][CH2:9]1.[Cl:32][C:33]1[C:34]2[C:44]([F:45])=[CH:43][CH:42]=[C:41]([F:46])[C:35]=2[S:36][C:37]=1[C:38](Cl)=[O:39], predict the reaction product. (2) Given the reactants O[CH2:2][CH:3]([C:13]1[CH:18]=[CH:17][CH:16]=[CH:15][C:14]=1[C:19]([F:22])([F:21])[F:20])[CH2:4][NH:5][C:6](=[O:12])[O:7]C(C)(C)C.[Cl:23]S([N:27]=C=O)(=O)=O.O.C(=O)(O)[O-].[Na+], predict the reaction product. The product is: [ClH:23].[NH2:27][CH2:2][CH:3]([C:13]1[CH:18]=[CH:17][CH:16]=[CH:15][C:14]=1[C:19]([F:22])([F:21])[F:20])[CH2:4][NH:5][C:6](=[O:12])[OH:7]. (3) Given the reactants [CH3:1][O:2][C:3]1[CH:4]=[C:5]([CH:10]=[CH:11][C:12]=1[CH3:13])[C:6]([O:8][CH3:9])=[O:7].[BrH:14].OO.S(=O)(=O)(O)O.C(=O)(O)[O-].[Na+], predict the reaction product. The product is: [CH3:1][O:2][C:3]1[CH:4]=[C:5]([CH:10]=[CH:11][C:12]=1[CH2:13][Br:14])[C:6]([O:8][CH3:9])=[O:7].